This data is from Full USPTO retrosynthesis dataset with 1.9M reactions from patents (1976-2016). The task is: Predict the reactants needed to synthesize the given product. (1) Given the product [C:13]([C:17]1[CH:18]=[CH:19][C:20]([OH:39])=[C:21]([NH:23][C:24](=[O:38])[CH2:25][CH2:26][N:27]2[C:28](=[O:37])[C:29]3[C:34](=[CH:33][CH:32]=[CH:31][CH:30]=3)[C:35]2=[O:36])[CH:22]=1)([CH3:16])([CH3:14])[CH3:15].[C:13]([C:17]1[CH:18]=[CH:19][C:20]2[O:39][C:24]([CH2:25][CH2:26][N:27]3[C:35](=[O:36])[C:34]4[C:29](=[CH:30][CH:31]=[CH:32][CH:33]=4)[C:28]3=[O:37])=[N:23][C:21]=2[CH:22]=1)([CH3:15])([CH3:14])[CH3:16], predict the reactants needed to synthesize it. The reactants are: N(C(OCC)=O)=NC(OCC)=O.[C:13]([C:17]1[CH:18]=[CH:19][C:20]([OH:39])=[C:21]([NH:23][C:24](=[O:38])[CH2:25][CH2:26][N:27]2[C:35](=[O:36])[C:34]3[C:29](=[CH:30][CH:31]=[CH:32][CH:33]=3)[C:28]2=[O:37])[CH:22]=1)([CH3:16])([CH3:15])[CH3:14].C1(P(C2C=CC=CC=2)C2C=CC=CC=2)C=CC=CC=1. (2) Given the product [Br:1][C:2]1[CH:3]=[CH:4][C:5]([O:21][CH:23]([CH3:29])[C:24]([OH:26])=[O:25])=[C:6]([C:8]([C:10]2[CH:11]=[N:12][N:13]([C:15]3[CH:20]=[CH:19][CH:18]=[CH:17][CH:16]=3)[CH:14]=2)=[O:9])[CH:7]=1, predict the reactants needed to synthesize it. The reactants are: [Br:1][C:2]1[CH:3]=[CH:4][C:5]([OH:21])=[C:6]([C:8]([C:10]2[CH:11]=[N:12][N:13]([C:15]3[CH:20]=[CH:19][CH:18]=[CH:17][CH:16]=3)[CH:14]=2)=[O:9])[CH:7]=1.Br[CH:23]([CH3:29])[C:24]([O:26]CC)=[O:25]. (3) Given the product [CH3:17][O:16][C:11]1[C:12]([O:14][CH3:15])=[CH:13][C:8]([CH:5]=[O:4])=[C:9]([C:18]2[N:22]=[C:21]([CH3:23])[O:20][N:19]=2)[CH:10]=1, predict the reactants needed to synthesize it. The reactants are: CC1(C)CO[CH:5]([C:8]2[CH:13]=[C:12]([O:14][CH3:15])[C:11]([O:16][CH3:17])=[CH:10][C:9]=2[C:18]2[N:22]=[C:21]([CH3:23])[O:20][N:19]=2)[O:4]C1.Cl.C([O-])(O)=O.[Na+]. (4) Given the product [O:28]=[S:2]1(=[O:1])[C:7]2[CH:8]=[CH:9][CH:10]=[CH:11][C:6]=2[NH:5][C:4]([C:12]2[C:17](=[O:18])[N:16]([NH:19][CH2:20][C:21]3[CH:22]=[CH:13][C:12]([CH3:17])=[CH:4][CH:23]=3)[C:15]3[CH:24]=[CH:25][S:26][C:14]=3[C:13]=2[OH:27])=[N:3]1, predict the reactants needed to synthesize it. The reactants are: [O:1]=[S:2]1(=[O:28])[C:7]2[CH:8]=[CH:9][CH:10]=[CH:11][C:6]=2[NH:5][C:4]([C:12]2[C:17](=[O:18])[N:16]([N:19]=[CH:20][CH:21]([CH3:23])[CH3:22])[C:15]3[CH:24]=[CH:25][S:26][C:14]=3[C:13]=2[OH:27])=[N:3]1.CO.[BH4-].[Li+].Cl.